Dataset: Reaction yield outcomes from USPTO patents with 853,638 reactions. Task: Predict the reaction yield, written as a fraction of the theoretical maximum amount of product (1.0 means a 100% yield; for example, 0.34 means a 34% yield). The reactants are [Cl:1][C:2]1[CH:3]=[CH:4][C:5]2[C:11](=[N:12][CH2:13][C:14]3[CH:19]=[CH:18][C:17]([O:20][CH3:21])=[CH:16][C:15]=3[O:22][CH3:23])[CH2:10][CH2:9][CH2:8][N:7]([C:24]([O:26][CH2:27][C:28]3[CH:33]=[CH:32][CH:31]=[CH:30][CH:29]=3)=[O:25])[C:6]=2[CH:34]=1.[CH:35]([C:44](OC)=[O:45])([C:40](OC)=[O:41])[C:36]([O:38][CH3:39])=[O:37]. The catalyst is O(C1C=CC=CC=1)C1C=CC=CC=1. The product is [Cl:1][C:2]1[CH:3]=[CH:4][C:5]2[C:11]3[N:12]([CH2:13][C:14]4[CH:19]=[CH:18][C:17]([O:20][CH3:21])=[CH:16][C:15]=4[O:22][CH3:23])[C:40](=[O:41])[C:35]([C:36]([O:38][CH3:39])=[O:37])=[C:44]([OH:45])[C:10]=3[CH2:9][CH2:8][N:7]([C:24]([O:26][CH2:27][C:28]3[CH:29]=[CH:30][CH:31]=[CH:32][CH:33]=3)=[O:25])[C:6]=2[CH:34]=1. The yield is 0.320.